From a dataset of Peptide-MHC class I binding affinity with 185,985 pairs from IEDB/IMGT. Regression. Given a peptide amino acid sequence and an MHC pseudo amino acid sequence, predict their binding affinity value. This is MHC class I binding data. (1) The peptide sequence is LPFTLGIMAI. The MHC is HLA-B07:02 with pseudo-sequence HLA-B07:02. The binding affinity (normalized) is 0.389. (2) The peptide sequence is KLNSWDVFGNW. The MHC is Mamu-B17 with pseudo-sequence Mamu-B17. The binding affinity (normalized) is 0.491. (3) The peptide sequence is VALYRRIQRR. The MHC is HLA-A03:01 with pseudo-sequence HLA-A03:01. The binding affinity (normalized) is 0. (4) The peptide sequence is HALLNATTY. The MHC is H-2-Kb with pseudo-sequence H-2-Kb. The binding affinity (normalized) is 0.151. (5) The peptide sequence is RSDGYFLKIK. The MHC is HLA-A03:01 with pseudo-sequence HLA-A03:01. The binding affinity (normalized) is 0.145. (6) The MHC is HLA-A11:01 with pseudo-sequence HLA-A11:01. The binding affinity (normalized) is 0. The peptide sequence is EKEGKISKI. (7) The peptide sequence is RARKRGITL. The MHC is HLA-A26:01 with pseudo-sequence HLA-A26:01. The binding affinity (normalized) is 0.0847.